Dataset: Reaction yield outcomes from USPTO patents with 853,638 reactions. Task: Predict the reaction yield, written as a fraction of the theoretical maximum amount of product (1.0 means a 100% yield; for example, 0.34 means a 34% yield). (1) The reactants are Cl[C:2]1[N:7]=[C:6]([NH:8][C:9]2[CH:14]=[CH:13][C:12]([O:15][C:16]([F:19])([F:18])[F:17])=[CH:11][CH:10]=2)[CH:5]=[C:4]([Cl:20])[N:3]=1.[NH:21]1[CH2:26][CH2:25][O:24][CH2:23][CH2:22]1.C(N(CC)CC)C. The catalyst is C(O)C. The product is [Cl:20][C:4]1[N:3]=[C:2]([N:21]2[CH2:26][CH2:25][O:24][CH2:23][CH2:22]2)[N:7]=[C:6]([NH:8][C:9]2[CH:14]=[CH:13][C:12]([O:15][C:16]([F:19])([F:18])[F:17])=[CH:11][CH:10]=2)[CH:5]=1. The yield is 0.690. (2) The reactants are [C:1]1([S:7]([N:10]2[C:18]3[C:13](=[CH:14][C:15]([C:19]4[S:20][CH2:21][C@@H:22]([C:24](O)=[O:25])[N:23]=4)=[CH:16][CH:17]=3)[CH:12]=[CH:11]2)(=[O:9])=[O:8])[CH:6]=[CH:5][CH:4]=[CH:3][CH:2]=1.[CH3:27][O:28][N:29](C)[C:30](C1OC(C2C=CC=CC=2)=CC=1)=O. No catalyst specified. The product is [CH3:27][O:28][N:29]([CH3:30])[C:24]([C@@H:22]1[CH2:21][S:20][C:19]([C:15]2[CH:14]=[C:13]3[C:18](=[CH:17][CH:16]=2)[N:10]([S:7]([C:1]2[CH:6]=[CH:5][CH:4]=[CH:3][CH:2]=2)(=[O:9])=[O:8])[CH:11]=[CH:12]3)=[N:23]1)=[O:25]. The yield is 0.571. (3) The reactants are [F:1][C:2]([F:26])([F:25])[CH:3]([C:16]1[CH:21]=[C:20]([Cl:22])[C:19]([Cl:23])=[C:18]([Cl:24])[CH:17]=1)/[CH:4]=[CH:5]/[C:6]1[CH:7]=[C:8]2[C:12](=[CH:13][CH:14]=1)[CH:11]([NH2:15])[CH2:10][CH2:9]2.[F:27][C:28]([F:34])([F:33])[CH2:29][C:30](O)=[O:31].CCN=C=NCCCN(C)C.Cl.C1C=CC2N(O)N=NC=2C=1.O.CCN(C(C)C)C(C)C. The catalyst is C(Cl)Cl. The product is [F:27][C:28]([F:34])([F:33])[CH2:29][C:30]([NH:15][CH:11]1[C:12]2[C:8](=[CH:7][C:6](/[CH:5]=[CH:4]/[CH:3]([C:16]3[CH:17]=[C:18]([Cl:24])[C:19]([Cl:23])=[C:20]([Cl:22])[CH:21]=3)[C:2]([F:1])([F:25])[F:26])=[CH:14][CH:13]=2)[CH2:9][CH2:10]1)=[O:31]. The yield is 0.650. (4) The reactants are [Cr](Cl)([O-])(=O)=O.[NH+]1C=CC=CC=1.[CH3:12]/[C:13](=[CH:18]\[C:19]1[CH:24]=[CH:23][C:22]([CH3:25])=[CH:21][CH:20]=1)/[CH2:14][CH2:15][CH2:16][OH:17].C(OCC)C. The catalyst is ClCCl. The product is [CH3:12]/[C:13](=[CH:18]\[C:19]1[CH:24]=[CH:23][C:22]([CH3:25])=[CH:21][CH:20]=1)/[CH2:14][CH2:15][CH:16]=[O:17]. The yield is 0.360. (5) The reactants are [CH3:1][N:2]1[C:6]([CH:7]=O)=[N:5][C:4]([N:9]2[CH2:13][CH2:12][CH2:11][CH2:10]2)=[N:3]1.[Cl-].[CH3:15][C:16]1[N:21]2[N:22]=[C:23]([CH2:25][P+](C3C=CC=CC=3)(C3C=CC=CC=3)C3C=CC=CC=3)[N:24]=[C:20]2[C:19]([CH3:45])=[N:18][CH:17]=1. No catalyst specified. The product is [CH:13]1([N:9]([C:4]2[N:5]=[C:6]([CH:7]=[CH:25][C:23]3[N:24]=[C:20]4[C:19]([CH3:45])=[N:18][CH:17]=[C:16]([CH3:15])[N:21]4[N:22]=3)[N:2]([CH3:1])[N:3]=2)[CH3:10])[CH2:11][CH2:12]1. The yield is 0.526. (6) The reactants are [F:1][C:2]1[CH:7]=[CH:6][CH:5]=[C:4]([F:8])[C:3]=1[N:9]1[C:14]2[N:15]=[C:16](S(C)=O)[N:17]=[C:18]([C:19]3[CH:20]=[C:21]([CH:32]=[CH:33][C:34]=3[CH3:35])[C:22]([NH:24][C:25]3[CH:30]=[CH:29][C:28]([F:31])=[CH:27][CH:26]=3)=[O:23])[C:13]=2[CH2:12][NH:11][C:10]1=[O:39].C[N:41]([CH:49]1CCNC[CH2:50]1)[C:42](=[O:48])[O:43][C:44]([CH3:47])([CH3:46])[CH3:45].C([N:58]([CH2:62][CH3:63])[CH:59]([CH3:61])C)(C)C. The catalyst is C1COCC1.CN(C=O)C. The product is [F:1][C:2]1[CH:7]=[CH:6][CH:5]=[C:4]([F:8])[C:3]=1[N:9]1[C:14]2[N:15]=[C:16]([N:58]3[CH2:59][CH2:61][CH:50]([CH2:49][NH:41][C:42](=[O:48])[O:43][C:44]([CH3:47])([CH3:46])[CH3:45])[CH2:63][CH2:62]3)[N:17]=[C:18]([C:19]3[CH:20]=[C:21]([C:22]([NH:24][C:25]4[CH:30]=[CH:29][C:28]([F:31])=[CH:27][CH:26]=4)=[O:23])[CH:32]=[CH:33][C:34]=3[CH3:35])[C:13]=2[CH2:12][NH:11][C:10]1=[O:39]. The yield is 0.250. (7) The reactants are [C:1]([O:4][CH2:5][C:6]1[CH:7]=[C:8]2[C:12](=[CH:13][C:14]=1[N+:15]([O-])=O)[N:11]([C:18]([C:31]1[CH:36]=[CH:35][CH:34]=[CH:33][CH:32]=1)([C:25]1[CH:30]=[CH:29][CH:28]=[CH:27][CH:26]=1)[C:19]1[CH:24]=[CH:23][CH:22]=[CH:21][CH:20]=1)[N:10]=[C:9]2[Br:37])(=[O:3])[CH3:2].[O-]S(S([O-])=O)=O.[Na+].[Na+]. The catalyst is CCO. The product is [C:1]([O:4][CH2:5][C:6]1[CH:7]=[C:8]2[C:12](=[CH:13][C:14]=1[NH2:15])[N:11]([C:18]([C:31]1[CH:32]=[CH:33][CH:34]=[CH:35][CH:36]=1)([C:25]1[CH:26]=[CH:27][CH:28]=[CH:29][CH:30]=1)[C:19]1[CH:24]=[CH:23][CH:22]=[CH:21][CH:20]=1)[N:10]=[C:9]2[Br:37])(=[O:3])[CH3:2]. The yield is 0.700. (8) The reactants are [NH:1]1[C:9]2[CH2:8][CH2:7][C@H:6]([C:10]([O:12]C)=[O:11])[CH2:5][C:4]=2[CH:3]=[N:2]1.O.O.[OH-].[Li+]. The catalyst is CO. The product is [NH:1]1[C:9]2[CH2:8][CH2:7][C@H:6]([C:10]([OH:12])=[O:11])[CH2:5][C:4]=2[CH:3]=[N:2]1. The yield is 0.810. (9) The reactants are [Cr](O[Cr]([O-])(=O)=O)([O-])(=O)=O.[NH+]1C=CC=CC=1.[NH+]1C=CC=CC=1.[CH3:22][O:23][C:24]1[C:29]([O:30][CH3:31])=[CH:28][C:27]([CH:32]([C:34]2[CH:39]=[C:38]([O:40][CH3:41])[C:37]([O:42][CH3:43])=[C:36]([O:44][CH3:45])[CH:35]=2)[OH:33])=[C:26]([N+:46]([O-:48])=[O:47])[CH:25]=1.C(Cl)Cl. The catalyst is CCOCC. The product is [CH3:22][O:23][C:24]1[C:29]([O:30][CH3:31])=[CH:28][C:27]([C:32]([C:34]2[CH:35]=[C:36]([O:44][CH3:45])[C:37]([O:42][CH3:43])=[C:38]([O:40][CH3:41])[CH:39]=2)=[O:33])=[C:26]([N+:46]([O-:48])=[O:47])[CH:25]=1. The yield is 0.410.